From a dataset of Reaction yield outcomes from USPTO patents with 853,638 reactions. Predict the reaction yield, written as a fraction of the theoretical maximum amount of product (1.0 means a 100% yield; for example, 0.34 means a 34% yield). (1) The reactants are [N:1]1([C:9](OC(C)(C)C)=[O:10])[CH2:8][CH2:7][CH2:6][C@@H:2]1[C:3]([OH:5])=[O:4].[NH:16]1[CH2:21][CH2:20][CH2:19][CH:18]([C:22](N)=O)[CH2:17]1. The catalyst is C(Cl)Cl.FC(F)(F)C(O)=O. The product is [NH:1]1[CH2:8][CH2:7][CH2:6][C@@H:2]1[C:3]([OH:5])=[O:4].[CH3:22][CH:18]1[CH2:19][CH2:20][CH2:21][N:16]([C:9]([NH2:1])=[O:10])[CH2:17]1. The yield is 0.650. (2) The product is [OH:8][C:9]1[CH:10]=[C:11]2[C:15](=[CH:16][C:17]=1[N:18]([CH:22]1[CH2:23][CH2:24][O:25][CH2:26][CH2:27]1)[C:19](=[O:21])[CH3:20])[N:14]([CH:28]1[CH2:33][CH2:32][CH2:31][CH2:30][O:29]1)[N:13]=[CH:12]2. The yield is 0.882. The reactants are C([O:8][C:9]1[CH:10]=[C:11]2[C:15](=[CH:16][C:17]=1[N:18]([CH:22]1[CH2:27][CH2:26][O:25][CH2:24][CH2:23]1)[C:19](=[O:21])[CH3:20])[N:14]([CH:28]1[CH2:33][CH2:32][CH2:31][CH2:30][O:29]1)[N:13]=[CH:12]2)C1C=CC=CC=1. The catalyst is CCO.CCOC(C)=O.[Pd]. (3) The reactants are Br[C:2]1[CH:18]=[CH:17][C:5]([CH2:6][NH:7][C:8](=[O:16])[O:9][CH2:10][CH2:11][Si:12]([CH3:15])([CH3:14])[CH3:13])=[CH:4][CH:3]=1.[CH3:19][C:20]1[N:21]=[CH:22][S:23][C:24]=1C(O)=O.C(=O)([O-])[O-].[Cs+].[Cs+]. The catalyst is O.[Cl-].C([N+](CCCC)(CCCC)CCCC)CCC.CN(C=O)C.CCOC(C)=O.CC(C)([P](C(C)(C)C)([Pd][P](C(C)(C)C)(C(C)(C)C)C(C)(C)C)C(C)(C)C)C. The product is [CH3:19][C:20]1[N:21]=[CH:22][S:23][C:24]=1[C:2]1[CH:18]=[CH:17][C:5]([CH2:6][NH:7][C:8](=[O:16])[O:9][CH2:10][CH2:11][Si:12]([CH3:15])([CH3:14])[CH3:13])=[CH:4][CH:3]=1. The yield is 0.440. (4) The reactants are C(N(CC)CC)C.[Br:8][C:9]1[O:13][C:12]([CH:14]=O)=[CH:11][CH:10]=1.Cl.[CH3:17][O:18][C:19](=[O:22])[CH2:20][NH2:21].C([BH3-])#N.[Na+].C(=O)(O)[O-].[Na+]. The catalyst is ClCCl. The product is [Br:8][C:9]1[O:13][C:12]([CH2:14][NH:21][CH2:20][C:19]([O:18][CH3:17])=[O:22])=[CH:11][CH:10]=1. The yield is 0.760. (5) The yield is 0.370. The product is [Cl:1][C:2]1[N:7]=[C:6]([N:8]([CH3:20])[C:9]2[CH:10]=[CH:11][C:12]3[C:16]([CH:17]=2)=[N:15][N:14]([CH3:18])[C:13]=3[CH3:19])[CH:5]=[CH:4][N:3]=1. The reactants are [Cl:1][C:2]1[N:7]=[C:6]([NH:8][C:9]2[CH:10]=[CH:11][C:12]3[C:16]([CH:17]=2)=[N:15][N:14]([CH3:18])[C:13]=3[CH3:19])[CH:5]=[CH:4][N:3]=1.[C:20](=O)([O-])[O-].[Cs+].[Cs+].IC. The catalyst is CN(C=O)C. (6) The reactants are [C:1]([N:8]1[CH:12]=[CH:11]N=C1)(N1C=CN=C1)=[O:2].[NH2:13][CH:14]1[CH2:18][CH2:17][N:16]([C:19]2[C:28]3[C:23](=[CH:24][C:25]([O:31][CH3:32])=[C:26]([O:29][CH3:30])[CH:27]=3)[N:22]=[CH:21][C:20]=2[C:33]#[N:34])[CH2:15]1.[CH:35]([C:38]1[CH:44]=CC(N)=[CH:40][CH:39]=1)([CH3:37])[CH3:36]. The catalyst is C(Cl)Cl. The product is [C:33]([C:20]1[CH:21]=[N:22][C:23]2[C:28]([C:19]=1[N:16]1[CH2:17][CH2:18][CH:14]([NH:13][C:1]([NH:8][C:12]3[CH:11]=[CH:44][C:38]([CH:35]([CH3:37])[CH3:36])=[CH:39][CH:40]=3)=[O:2])[CH2:15]1)=[CH:27][C:26]([O:29][CH3:30])=[C:25]([O:31][CH3:32])[CH:24]=2)#[N:34]. The yield is 0.180. (7) The catalyst is N1C=CC=CC=1. The reactants are [C:1]([O:4]C(=O)C)(=[O:3])[CH3:2].[OH:8][C@H:9]1[CH2:26][CH2:25][C@@:24]2([CH3:27])[CH:11]([CH2:12][CH2:13][C@@H:14]3[C@@H:23]2[C:22](=[O:28])[CH2:21][C@@:19]2([CH3:20])[C@H:15]3[CH2:16][CH2:17][C:18]2=[O:29])[CH2:10]1. The product is [C:1]([OH:4])(=[O:3])[CH3:2].[OH:8][C@H:9]1[CH2:26][CH2:25][C@@:24]2([CH3:27])[CH:11]([CH2:12][CH2:13][C@@H:14]3[C@@H:23]2[C:22](=[O:28])[CH2:21][C@@:19]2([CH3:20])[C@H:15]3[CH2:16][CH2:17][C:18]2=[O:29])[CH2:10]1. The yield is 0.664. (8) The reactants are [C:1]([NH:4][CH2:5][CH2:6][CH:7]1[C:15]2[C:10](=[CH:11][CH:12]=[C:13]([NH:17][C:18](=[O:28])[CH2:19][CH2:20][CH2:21][C:22]3[CH:27]=[CH:26][CH:25]=[CH:24][CH:23]=3)[C:14]=2O)[CH2:9][CH2:8]1)(=[O:3])[CH3:2].C1(C)C=CC(S([O-])(=O)=O)=CC=1.[NH+]1C=CC=CC=1. The catalyst is C1(C)C(C)=CC=CC=1. The product is [C:22]1([CH2:21][CH2:20][CH2:19][C:18]2[O:28][C:14]3[C:15]4[CH:7]([CH2:6][CH2:5][NH:4][C:1](=[O:3])[CH3:2])[CH2:8][CH2:9][C:10]=4[CH:11]=[CH:12][C:13]=3[N:17]=2)[CH:23]=[CH:24][CH:25]=[CH:26][CH:27]=1. The yield is 0.830. (9) The reactants are F[C:2]1[CH:7]=[CH:6][C:5]([N+:8]([O-:10])=[O:9])=[CH:4][CH:3]=1.[C:11]([NH2:15])([CH3:14])([CH3:13])[CH3:12].O. The catalyst is CS(C)=O. The product is [C:11]([NH:15][C:2]1[CH:7]=[CH:6][C:5]([N+:8]([O-:10])=[O:9])=[CH:4][CH:3]=1)([CH3:14])([CH3:13])[CH3:12]. The yield is 0.730.